This data is from NCI-60 drug combinations with 297,098 pairs across 59 cell lines. The task is: Regression. Given two drug SMILES strings and cell line genomic features, predict the synergy score measuring deviation from expected non-interaction effect. (1) Drug 1: C1=CC(=CC=C1CCCC(=O)O)N(CCCl)CCCl. Drug 2: CC1C(C(CC(O1)OC2CC(OC(C2O)C)OC3=CC4=CC5=C(C(=O)C(C(C5)C(C(=O)C(C(C)O)O)OC)OC6CC(C(C(O6)C)O)OC7CC(C(C(O7)C)O)OC8CC(C(C(O8)C)O)(C)O)C(=C4C(=C3C)O)O)O)O. Cell line: NCIH23. Synergy scores: CSS=55.2, Synergy_ZIP=1.24, Synergy_Bliss=-2.81, Synergy_Loewe=-2.36, Synergy_HSA=-2.46. (2) Drug 1: C1=CC=C(C=C1)NC(=O)CCCCCCC(=O)NO. Drug 2: B(C(CC(C)C)NC(=O)C(CC1=CC=CC=C1)NC(=O)C2=NC=CN=C2)(O)O. Cell line: MDA-MB-435. Synergy scores: CSS=54.8, Synergy_ZIP=-0.480, Synergy_Bliss=0.130, Synergy_Loewe=-22.2, Synergy_HSA=-3.31. (3) Drug 1: CC(C)(C#N)C1=CC(=CC(=C1)CN2C=NC=N2)C(C)(C)C#N. Drug 2: C1CN(CCN1C(=O)CCBr)C(=O)CCBr. Cell line: OVCAR3. Synergy scores: CSS=-2.27, Synergy_ZIP=2.33, Synergy_Bliss=9.75, Synergy_Loewe=2.06, Synergy_HSA=2.33. (4) Drug 1: CCCS(=O)(=O)NC1=C(C(=C(C=C1)F)C(=O)C2=CNC3=C2C=C(C=N3)C4=CC=C(C=C4)Cl)F. Drug 2: C1CC(C1)(C(=O)O)C(=O)O.[NH2-].[NH2-].[Pt+2]. Cell line: HS 578T. Synergy scores: CSS=19.2, Synergy_ZIP=1.31, Synergy_Bliss=8.68, Synergy_Loewe=0.480, Synergy_HSA=3.07.